From a dataset of Full USPTO retrosynthesis dataset with 1.9M reactions from patents (1976-2016). Predict the reactants needed to synthesize the given product. (1) Given the product [CH3:23][NH:22][C:20]([NH:19][CH2:18][CH2:17][CH2:16][CH2:15][C@H:14]([NH:24][C:25](=[O:41])[O:26][CH2:27][C:28]1([CH2:32][C:33]2[C:34]([F:40])=[CH:35][CH:36]=[CH:37][C:38]=2[F:39])[CH2:29][CH2:30][CH2:31]1)[C:2](=[O:1])[C:3](=[O:13])[NH:4][C@@H:5]([C:7]1[CH:12]=[CH:11][CH:10]=[CH:9][CH:8]=1)[CH3:6])=[O:21], predict the reactants needed to synthesize it. The reactants are: [OH:1][CH:2]([C@@H:14]([NH:24][C:25](=[O:41])[O:26][CH2:27][C:28]1([CH2:32][C:33]2[C:38]([F:39])=[CH:37][CH:36]=[CH:35][C:34]=2[F:40])[CH2:31][CH2:30][CH2:29]1)[CH2:15][CH2:16][CH2:17][CH2:18][NH:19][C:20]([NH:22][CH3:23])=[O:21])[C:3](=[O:13])[NH:4][C@@H:5]([C:7]1[CH:12]=[CH:11][CH:10]=[CH:9][CH:8]=1)[CH3:6].OC([C@@H](NC(=O)OCC1(CC2C=CC=CC=2)CCCCC1)CCCCNC(N1CCOCC1)=O)C(=O)N[C@@H](C1C=CC=CC=1)C. (2) Given the product [CH3:1][O:2][C:3]([C@@H:4]1[CH2:5][C:6]2[CH:7]=[C:8]3[O:13][CH2:12][C@H:11]([C:14]4[CH:15]=[CH:16][C:17]([O:20][CH2:21][C:22]5[CH:27]=[CH:26][C:25]([Cl:28])=[C:24]([Cl:29])[CH:23]=5)=[CH:18][CH:19]=4)[O:10][C:9]3=[CH:30][C:31]=2[CH2:46][N:32]1[C@H:33]([C:36]1[CH:37]=[CH:38][CH:39]=[CH:40][CH:41]=1)[CH2:34][CH3:35])=[O:42], predict the reactants needed to synthesize it. The reactants are: [CH3:1][O:2][C:3](=[O:42])[C@@H:4]([NH:32][C@H:33]([C:36]1[CH:41]=[CH:40][CH:39]=[CH:38][CH:37]=1)[CH2:34][CH3:35])[CH2:5][C:6]1[CH:31]=[CH:30][C:9]2[O:10][C@@H:11]([C:14]3[CH:19]=[CH:18][C:17]([O:20][CH2:21][C:22]4[CH:27]=[CH:26][C:25]([Cl:28])=[C:24]([Cl:29])[CH:23]=4)=[CH:16][CH:15]=3)[CH2:12][O:13][C:8]=2[CH:7]=1.C=O.F[C:46](F)(F)C(O)=O.C([O-])(O)=O.[Na+]. (3) The reactants are: [C:1](Cl)(=O)[C:2]([Cl:4])=[O:3].[Cl:7][S:8]([C:11]1[CH:19]=[CH:18]C(C(O)=O)=[CH:13][CH:12]=1)(=[O:10])=[O:9].CN(C=O)C. Given the product [Cl:7][S:8]([C:11]1[CH:19]=[CH:18][C:1]([C:2]([Cl:4])=[O:3])=[CH:13][CH:12]=1)(=[O:10])=[O:9], predict the reactants needed to synthesize it. (4) Given the product [Cl:1][C:2]1[CH:3]=[C:4]([NH2:16])[CH:5]=[CH:6][C:7]=1[O:8][C:9]1[CH:14]=[CH:13][N:12]=[C:11]([C:21]2[CH:20]=[N:19][N:18]([CH3:17])[CH:22]=2)[CH:10]=1, predict the reactants needed to synthesize it. The reactants are: [Cl:1][C:2]1[CH:3]=[C:4]([NH2:16])[CH:5]=[CH:6][C:7]=1[O:8][C:9]1[CH:14]=[CH:13][N:12]=[C:11](Cl)[CH:10]=1.[CH3:17][N:18]1[CH:22]=[C:21](B2OC(C)(C)C(C)(C)O2)[CH:20]=[N:19]1.C([O-])([O-])=O.[K+].[K+].O.